Dataset: Peptide-MHC class I binding affinity with 185,985 pairs from IEDB/IMGT. Task: Regression. Given a peptide amino acid sequence and an MHC pseudo amino acid sequence, predict their binding affinity value. This is MHC class I binding data. (1) The peptide sequence is RALIKTLPRASYSSH. The MHC is HLA-A31:01 with pseudo-sequence HLA-A31:01. The binding affinity (normalized) is 0.387. (2) The peptide sequence is FPASHMATY. The MHC is HLA-B15:01 with pseudo-sequence HLA-B15:01. The binding affinity (normalized) is 0.463.